From a dataset of Full USPTO retrosynthesis dataset with 1.9M reactions from patents (1976-2016). Predict the reactants needed to synthesize the given product. (1) Given the product [I:18][C:19]1[CH:24]=[CH:23][C:22]([S:25]([NH:1][C:2]2[CH:7]=[CH:6][C:5]([NH:8][C:9](=[O:15])[O:10][C:11]([CH3:12])([CH3:13])[CH3:14])=[C:4]([O:16][CH3:17])[CH:3]=2)(=[O:27])=[O:26])=[CH:21][CH:20]=1, predict the reactants needed to synthesize it. The reactants are: [NH2:1][C:2]1[CH:7]=[CH:6][C:5]([NH:8][C:9](=[O:15])[O:10][C:11]([CH3:14])([CH3:13])[CH3:12])=[C:4]([O:16][CH3:17])[CH:3]=1.[I:18][C:19]1[CH:24]=[CH:23][C:22]([S:25](Cl)(=[O:27])=[O:26])=[CH:21][CH:20]=1.O1CCOC2C=C(NS(C3C=CC(I)=CC=3)(=O)=O)C=CC1=2. (2) Given the product [C:1]([O:7][CH2:8][C:9]([C:35]([O:37][CH2:38][CH3:39])=[O:36])([C:40]([O:42][CH2:43][CH3:44])=[O:41])[CH2:10][OH:11])(=[O:6])[C:2]([CH3:3])([CH3:5])[CH3:4], predict the reactants needed to synthesize it. The reactants are: [C:1]([O:7][CH2:8][C:9]([C:40]([O:42][CH2:43][CH3:44])=[O:41])([C:35]([O:37][CH2:38][CH3:39])=[O:36])[CH2:10][O:11]C(C1C=CC=CC=1)(C1C=CC(OC)=CC=1)C1C=CC(OC)=CC=1)(=[O:6])[C:2]([CH3:5])([CH3:4])[CH3:3].C(O)(C(F)(F)F)=O.N1C=CC=CC=1.